Dataset: Forward reaction prediction with 1.9M reactions from USPTO patents (1976-2016). Task: Predict the product of the given reaction. (1) Given the reactants [H-].[Na+].[CH3:3][O:4][C:5]([CH:7]1[CH2:14][CH:13]2[CH:15]([N:16]3[CH2:20][CH:19]([CH2:21][OH:22])[C:18]([CH3:24])([CH3:23])[C:17]3=[O:25])[CH:9]([CH2:10][CH2:11][CH2:12]2)[CH2:8]1)=[O:6].Cl[C:27]1[CH:34]=[CH:33][C:30]([C:31]#[N:32])=[CH:29][N:28]=1, predict the reaction product. The product is: [CH3:3][O:4][C:5]([CH:7]1[CH2:14][CH:13]2[CH:15]([N:16]3[CH2:20][CH:19]([CH2:21][O:22][C:27]4[CH:34]=[CH:33][C:30]([C:31]#[N:32])=[CH:29][N:28]=4)[C:18]([CH3:23])([CH3:24])[C:17]3=[O:25])[CH:9]([CH2:10][CH2:11][CH2:12]2)[CH2:8]1)=[O:6]. (2) Given the reactants C([O:3][C:4](=[O:25])[C:5]1[CH:10]=[C:9]([C:11](=[O:17])[N:12]([CH3:16])[CH2:13][CH2:14][CH3:15])[CH:8]=[C:7]([C:18](=[O:24])[N:19]([CH3:23])[CH2:20][CH2:21][CH3:22])[CH:6]=1)C.[OH-].[Li+].C1COCC1, predict the reaction product. The product is: [CH3:23][N:19]([CH2:20][CH2:21][CH3:22])[C:18]([C:7]1[CH:6]=[C:5]([CH:10]=[C:9]([C:11](=[O:17])[N:12]([CH3:16])[CH2:13][CH2:14][CH3:15])[CH:8]=1)[C:4]([OH:25])=[O:3])=[O:24]. (3) Given the reactants [CH2:1]([N:4]1[CH2:9][CH2:8][O:7][CH2:6][CH2:5]1)[C:2]#[CH:3].I[C:11]1[CH:16]=[CH:15][C:14](/[C:17](/[C:37]2[CH:42]=[CH:41][C:40]([C:43]([F:46])([F:45])[F:44])=[CH:39][CH:38]=2)=[CH:18]\[CH2:19][O:20][C:21]2[C:26]3[O:27][CH:28]=[CH:29][C:25]=3[C:24]([O:30][CH2:31][C:32]([O:34][CH2:35][CH3:36])=[O:33])=[CH:23][CH:22]=2)=[CH:13][CH:12]=1, predict the reaction product. The product is: [N:4]1([CH2:1][C:2]#[C:3][C:11]2[CH:12]=[CH:13][C:14](/[C:17](/[C:37]3[CH:42]=[CH:41][C:40]([C:43]([F:45])([F:44])[F:46])=[CH:39][CH:38]=3)=[CH:18]\[CH2:19][O:20][C:21]3[C:26]4[O:27][CH:28]=[CH:29][C:25]=4[C:24]([O:30][CH2:31][C:32]([O:34][CH2:35][CH3:36])=[O:33])=[CH:23][CH:22]=3)=[CH:15][CH:16]=2)[CH2:9][CH2:8][O:7][CH2:6][CH2:5]1. (4) Given the reactants [CH2:1]([O:3][C:4](=[O:12])[CH2:5][CH2:6][C@@H:7]([C:9]([OH:11])=[O:10])[NH2:8])[CH3:2].C([O-])(O)=O.[Na+].[CH3:18][C:19]([O:22][C:23](O[C:23]([O:22][C:19]([CH3:21])([CH3:20])[CH3:18])=[O:24])=[O:24])([CH3:21])[CH3:20], predict the reaction product. The product is: [CH2:1]([O:3][C:4](=[O:12])[CH2:5][CH2:6][C@H:7]([NH:8][C:23]([O:22][C:19]([CH3:21])([CH3:20])[CH3:18])=[O:24])[C:9]([OH:11])=[O:10])[CH3:2].